From a dataset of Catalyst prediction with 721,799 reactions and 888 catalyst types from USPTO. Predict which catalyst facilitates the given reaction. (1) Reactant: [CH3:1][N:2]([CH3:24])[C:3]1[N:8]=[CH:7][C:6]([C:9]2[CH:14]=[CH:13][N:12]=[C:11]([NH:15][C:16]3[CH:17]=[C:18]([NH2:23])[CH:19]=[CH:20][C:21]=3[CH3:22])[N:10]=2)=[CH:5][CH:4]=1.[F:25][C:26]([F:37])([F:36])[C:27]1[CH:28]=[C:29]([CH:33]=[CH:34][CH:35]=1)[C:30](O)=[O:31].F[P-](F)(F)(F)(F)F.N1(O[P+](N(C)C)(N(C)C)N(C)C)C2C=CC=CC=2N=N1.CCN(C(C)C)C(C)C. Product: [CH3:24][N:2]([CH3:1])[C:3]1[N:8]=[CH:7][C:6]([C:9]2[CH:14]=[CH:13][N:12]=[C:11]([NH:15][C:16]3[CH:17]=[C:18]([NH:23][C:30](=[O:31])[C:29]4[CH:33]=[CH:34][CH:35]=[C:27]([C:26]([F:25])([F:36])[F:37])[CH:28]=4)[CH:19]=[CH:20][C:21]=3[CH3:22])[N:10]=2)=[CH:5][CH:4]=1. The catalyst class is: 18. (2) Reactant: [Br:1][C:2]1[N:3]=[C:4]([C:14](=[O:19])C(Cl)(Cl)Cl)[N:5]([C:7]2[C:12]([Cl:13])=[CH:11][CH:10]=[CH:9][N:8]=2)[CH:6]=1.[NH2:20][C:21]1[C:29]([Br:30])=[CH:28][C:27]([Br:31])=[CH:26][C:22]=1[C:23](O)=[O:24].C(N(CC)CC)C.CS(Cl)(=O)=O. Product: [Br:1][C:2]1[N:3]=[C:4]([C:14]2[O:19][C:23](=[O:24])[C:22]3[CH:26]=[C:27]([Br:31])[CH:28]=[C:29]([Br:30])[C:21]=3[N:20]=2)[N:5]([C:7]2[C:12]([Cl:13])=[CH:11][CH:10]=[CH:9][N:8]=2)[CH:6]=1. The catalyst class is: 47. (3) Reactant: [CH2:1]([NH2:4])[CH2:2][NH2:3].C(N(CC)CC)C.[C:12]1([S:18](Cl)(=[O:20])=[O:19])[CH:17]=[CH:16][CH:15]=[CH:14][CH:13]=1. Product: [NH2:3][CH2:2][CH2:1][NH:4][S:18]([C:12]1[CH:17]=[CH:16][CH:15]=[CH:14][CH:13]=1)(=[O:20])=[O:19]. The catalyst class is: 4. (4) Reactant: [Cl:1][C:2]1[CH:7]=[CH:6][C:5]([C:8]2[NH:13][C:12](=[O:14])[C:11]([C:15]([O:17][CH3:18])=[O:16])=[CH:10][C:9]=2[C:19]2[CH:24]=[CH:23][CH:22]=[CH:21][CH:20]=2)=[CH:4][CH:3]=1.[CH2:25](Br)[C:26]1[CH:31]=[CH:30][CH:29]=[CH:28][CH:27]=1.C(=O)([O-])[O-].[Cs+].[Cs+]. Product: [CH2:25]([O:14][C:12]1[C:11]([C:15]([O:17][CH3:18])=[O:16])=[CH:10][C:9]([C:19]2[CH:20]=[CH:21][CH:22]=[CH:23][CH:24]=2)=[C:8]([C:5]2[CH:4]=[CH:3][C:2]([Cl:1])=[CH:7][CH:6]=2)[N:13]=1)[C:26]1[CH:31]=[CH:30][CH:29]=[CH:28][CH:27]=1. The catalyst class is: 18. (5) Reactant: [NH2:1][CH:2]1[CH2:8][CH:7]2[N:9]([C:10]([O:12][C:13]([CH3:16])([CH3:15])[CH3:14])=[O:11])[CH:4]([CH2:5][CH2:6]2)[CH2:3]1.[NH:17]1[CH:21]=[C:20]([CH2:22][CH2:23][CH2:24][C:25](O)=[O:26])[N:19]=[N:18]1.C(P1(=O)OP(CCC)(=O)OP(CCC)(=O)O1)CC. Product: [NH:17]1[CH:21]=[C:20]([CH2:22][CH2:23][CH2:24][C:25]([NH:1][CH:2]2[CH2:3][CH:4]3[N:9]([C:10]([O:12][C:13]([CH3:16])([CH3:15])[CH3:14])=[O:11])[CH:7]([CH2:6][CH2:5]3)[CH2:8]2)=[O:26])[N:19]=[N:18]1. The catalyst class is: 3. (6) Reactant: [CH3:1][O:2][C:3]1[CH:11]=[CH:10][C:6]([C:7]([OH:9])=O)=[CH:5][C:4]=1[N+:12]([O-:14])=[O:13].S(Cl)(Cl)=O.[NH2:19][C:20]1[CH:21]=[C:22]([CH:27]=[CH:28][CH:29]=1)[C:23]([O:25][CH3:26])=[O:24].N1C=CC=CC=1. Product: [CH3:26][O:25][C:23](=[O:24])[C:22]1[CH:27]=[CH:28][CH:29]=[C:20]([NH:19][C:7](=[O:9])[C:6]2[CH:10]=[CH:11][C:3]([O:2][CH3:1])=[C:4]([N+:12]([O-:14])=[O:13])[CH:5]=2)[CH:21]=1. The catalyst class is: 7. (7) Reactant: [Si:1]([O:8][CH:9]1[CH:13]([CH3:14])[NH:12][C:11](=[O:15])[C:10]1([CH3:17])[CH3:16])([C:4]([CH3:7])([CH3:6])[CH3:5])([CH3:3])[CH3:2].Br[C:19]1[CH:26]=[CH:25][C:22]([C:23]#[N:24])=[C:21]([Cl:27])[CH:20]=1.C(=O)([O-])[O-].[Cs+].[Cs+].C1(P(C2C=CC=CC=2)C2C3OC4C(=CC=CC=4P(C4C=CC=CC=4)C4C=CC=CC=4)C(C)(C)C=3C=CC=2)C=CC=CC=1. Product: [Cl:27][C:21]1[CH:20]=[C:19]([N:12]2[C@H:13]([CH3:14])[C@H:9]([O:8][Si:1]([C:4]([CH3:7])([CH3:6])[CH3:5])([CH3:3])[CH3:2])[C:10]([CH3:16])([CH3:17])[C:11]2=[O:15])[CH:26]=[CH:25][C:22]=1[C:23]#[N:24]. The catalyst class is: 110. (8) Reactant: C(N[C@H](C(O)=O)CC(C)C)(=O)C.[NH2:13][CH:14]([C:20]1[CH:25]=[CH:24][C:23]([O:26][CH3:27])=[C:22]([O:28][CH3:29])[CH:21]=1)[CH2:15][C:16]([O:18][CH3:19])=[O:17].C(Cl)Cl.[OH-].[Na+]. Product: [NH2:13][CH:14]([C:20]1[CH:25]=[CH:24][C:23]([O:26][CH3:27])=[C:22]([O:28][CH3:29])[CH:21]=1)[CH2:15][C:16]([O:18][CH3:19])=[O:17]. The catalyst class is: 6.